From a dataset of Full USPTO retrosynthesis dataset with 1.9M reactions from patents (1976-2016). Predict the reactants needed to synthesize the given product. (1) The reactants are: [CH2:1]([NH:8][C:9](=[O:25])[C@H:10]([NH:14]C(OCC1C=CC=CC=1)=O)[CH2:11][O:12][CH3:13])[C:2]1[CH:7]=[CH:6][CH:5]=[CH:4][CH:3]=1. Given the product [CH2:1]([NH:8][C:9](=[O:25])[CH:10]([NH2:14])[CH2:11][O:12][CH3:13])[C:2]1[CH:7]=[CH:6][CH:5]=[CH:4][CH:3]=1, predict the reactants needed to synthesize it. (2) Given the product [O:19]=[C:18]1[C:17]2([CH2:20][CH2:21][NH:22][CH2:23][CH2:24]2)[N:16]([C:35]2[CH:36]=[CH:37][CH:38]=[CH:39][CH:40]=2)[CH2:15][N:14]1[C:9]1[CH:10]=[CH:11][CH:12]=[CH:13][C:8]=1[C:6]([O:5][C:1]([CH3:2])([CH3:3])[CH3:4])=[O:7], predict the reactants needed to synthesize it. The reactants are: [C:1]([O:5][C:6]([C:8]1[CH:13]=[CH:12][CH:11]=[CH:10][C:9]=1[N:14]1[C:18](=[O:19])[C:17]2([CH2:24][CH2:23][N:22](C(OCC3C=CC=CC=3)=O)[CH2:21][CH2:20]2)[N:16]([C:35]2[CH:40]=[CH:39][CH:38]=[CH:37][CH:36]=2)[CH2:15]1)=[O:7])([CH3:4])([CH3:3])[CH3:2]. (3) Given the product [CH3:1][C:2]1[N:3]=[CH:4][C:5]([CH2:6][OH:7])=[CH:10][CH:11]=1, predict the reactants needed to synthesize it. The reactants are: [CH3:1][C:2]1[CH:11]=[CH:10][C:5]([C:6](OC)=[O:7])=[CH:4][N:3]=1.[H-].[H-].[H-].[H-].[Li+].[Al+3].O.[OH-].[Na+].